Dataset: Forward reaction prediction with 1.9M reactions from USPTO patents (1976-2016). Task: Predict the product of the given reaction. (1) Given the reactants Cl[C:2]1[C:11]2[C:6](=[CH:7][C:8]([O:14][CH2:15][CH2:16][CH2:17][N:18]3[CH2:23][CH2:22][O:21][CH2:20][CH2:19]3)=[C:9]([O:12][CH3:13])[CH:10]=2)[N:5]=[CH:4][N:3]=1.C(=O)([O-])[O-].[K+].[K+].[OH:30][C:31]1[CH:40]=[C:39]2[C:34]([C:35]([CH3:41])=[CH:36][CH:37]=[N:38]2)=[CH:33][CH:32]=1.[OH-].[Na+], predict the reaction product. The product is: [CH3:13][O:12][C:9]1[CH:10]=[C:11]2[C:6](=[CH:7][C:8]=1[O:14][CH2:15][CH2:16][CH2:17][N:18]1[CH2:23][CH2:22][O:21][CH2:20][CH2:19]1)[N:5]=[CH:4][N:3]=[C:2]2[O:30][C:31]1[CH:40]=[C:39]2[C:34]([C:35]([CH3:41])=[CH:36][CH:37]=[N:38]2)=[CH:33][CH:32]=1. (2) Given the reactants [Cl:1][C:2]1[N:7]=[CH:6][N:5]=[C:4]([NH2:8])[CH:3]=1.C(=O)([O-])[O-].[Cs+].[Cs+].Cl[C:16]([O:18][C:19]1[CH:24]=[CH:23][CH:22]=[CH:21][CH:20]=1)=[O:17], predict the reaction product. The product is: [Cl:1][C:2]1[N:7]=[CH:6][N:5]=[C:4]([NH:8][C:16](=[O:17])[O:18][C:19]2[CH:24]=[CH:23][CH:22]=[CH:21][CH:20]=2)[CH:3]=1. (3) Given the reactants [Li+].C[Si]([N-][Si](C)(C)C)(C)C.[O:11]=[C:12]1[CH2:17][CH2:16][N:15]([C:18]([O:20][C:21]([CH3:24])([CH3:23])[CH3:22])=[O:19])[CH2:14][CH2:13]1.[CH:25]1([C:29](Cl)=[O:30])[CH2:28][CH2:27][CH2:26]1, predict the reaction product. The product is: [CH:25]1([C:29]([CH:17]2[C:12](=[O:11])[CH2:13][CH2:14][N:15]([C:18]([O:20][C:21]([CH3:24])([CH3:23])[CH3:22])=[O:19])[CH2:16]2)=[O:30])[CH2:28][CH2:27][CH2:26]1. (4) Given the reactants [CH3:1][C:2]1([CH3:18])[C:6]([CH3:8])([CH3:7])[O:5][B:4]([C:9]2[CH:17]=[C:16]3[C:12]([CH:13]=NN3)=[CH:11][CH:10]=2)[O:3]1.BrC1C=CC2C=C[S:25][C:24]=2C=1.O1CCOB1, predict the reaction product. The product is: [S:25]1[CH:24]=[CH:13][C:12]2[CH:11]=[CH:10][C:9]([B:4]3[O:3][C:2]([CH3:18])([CH3:1])[C:6]([CH3:8])([CH3:7])[O:5]3)=[CH:17][C:16]1=2. (5) Given the reactants [Br:1][C:2]1[CH:7]=[CH:6][C:5]([CH2:8][CH2:9][C:10]([OH:12])=O)=[CH:4][CH:3]=1.Cl.[CH3:14][NH:15][O:16][CH3:17].C1C=CC2N(O)N=NC=2C=1.CCN(C(C)C)C(C)C, predict the reaction product. The product is: [Br:1][C:2]1[CH:7]=[CH:6][C:5]([CH2:8][CH2:9][C:10]([N:15]([O:16][CH3:17])[CH3:14])=[O:12])=[CH:4][CH:3]=1.